Dataset: Catalyst prediction with 721,799 reactions and 888 catalyst types from USPTO. Task: Predict which catalyst facilitates the given reaction. (1) Reactant: [C:1]([C:3]1[CH:20]=[CH:19][C:6]([O:7][CH:8]([C:10]2[CH:18]=[CH:17][C:13]([C:14]([OH:16])=O)=[CH:12][CH:11]=2)[CH3:9])=[CH:5][CH:4]=1)#[N:2].C(N=C=NCCCN(C)C)C.ON1C2C=CC=CC=2N=N1.[NH2:42][CH2:43][C:44]1[C:45]([OH:52])=[N:46][C:47]([CH3:51])=[CH:48][C:49]=1[CH3:50]. The catalyst class is: 884. Product: [C:1]([C:3]1[CH:4]=[CH:5][C:6]([O:7][CH:8]([C:10]2[CH:11]=[CH:12][C:13]([C:14]([NH:42][CH2:43][C:44]3[C:45]([OH:52])=[N:46][C:47]([CH3:51])=[CH:48][C:49]=3[CH3:50])=[O:16])=[CH:17][CH:18]=2)[CH3:9])=[CH:19][CH:20]=1)#[N:2]. (2) Reactant: C([O:9][CH2:10][CH2:11][N:12]1[C:20]2[C:19](Cl)=[N:18][CH:17]=[N:16][C:15]=2[CH:14]=[CH:13]1)(=O)C1C=CC=CC=1.[Cl:22][C:23]1[CH:24]=[C:25]([CH:27]=[CH:28][C:29]=1[O:30][C:31]1[CH:39]=[CH:38][CH:37]=[C:36]2[C:32]=1[CH:33]=[CH:34][NH:35]2)[NH2:26].Cl.N1C=CC=CC=1.[OH-].[Na+].[Cl-].[NH4+]. Product: [Cl:22][C:23]1[CH:24]=[C:25]([NH:26][C:19]2[C:20]3[N:12]([CH2:11][CH2:10][OH:9])[CH:13]=[CH:14][C:15]=3[N:16]=[CH:17][N:18]=2)[CH:27]=[CH:28][C:29]=1[O:30][C:31]1[CH:39]=[CH:38][CH:37]=[C:36]2[C:32]=1[CH:33]=[CH:34][NH:35]2. The catalyst class is: 32. (3) Reactant: [CH3:1][N:2]1[C:14]2[CH2:13][CH2:12][CH2:11][C:10](=[O:15])[C:9]=2[C:8]2[C:3]1=[CH:4][CH:5]=[CH:6][CH:7]=2.[CH3:16][C:17]1[NH:18][CH:19]=[CH:20][N:21]=1.[CH3:22]N(CN(C)C)C.Cl[Si](C)(C)C. Product: [CH3:1][N:2]1[C:14]2[CH2:13][CH2:12][CH:11]([CH2:22][N:18]3[CH:19]=[CH:20][N:21]=[C:17]3[CH3:16])[C:10](=[O:15])[C:9]=2[C:8]2[C:3]1=[CH:4][CH:5]=[CH:6][CH:7]=2. The catalyst class is: 10. (4) The catalyst class is: 55. Reactant: [CH3:1][O:2][C:3]([C:5]1[CH:6]=[C:7]([F:25])[CH:8]=[C:9]2[C:14]=1[NH:13][CH:12]([C:15]1[CH:20]=[CH:19][CH:18]=[C:17]([Br:21])[CH:16]=1)[C:11]([CH3:23])([CH3:22])[CH:10]2O)=[O:4].C([SiH](CC)CC)C. Product: [CH3:1][O:2][C:3]([C:5]1[CH:6]=[C:7]([F:25])[CH:8]=[C:9]2[C:14]=1[NH:13][CH:12]([C:15]1[CH:20]=[CH:19][CH:18]=[C:17]([Br:21])[CH:16]=1)[C:11]([CH3:22])([CH3:23])[CH2:10]2)=[O:4]. (5) Reactant: C(OC(=O)[NH:7][C:8]1[CH:13]=[C:12]([CH3:14])[C:11]([C:15]([F:18])([F:17])[F:16])=[CH:10][C:9]=1[NH:19][C:20](=[O:37])[CH2:21][C:22]([C:24]1[CH:29]=[CH:28][CH:27]=[C:26]([C:30]2[C:31]([CH3:36])=[N:32][CH:33]=[CH:34][CH:35]=2)[CH:25]=1)=O)(C)(C)C.C(O)(C(F)(F)F)=O. Product: [CH3:14][C:12]1[C:11]([C:15]([F:17])([F:16])[F:18])=[CH:10][C:9]2[NH:19][C:20](=[O:37])[CH2:21][C:22]([C:24]3[CH:29]=[CH:28][CH:27]=[C:26]([C:30]4[C:31]([CH3:36])=[N:32][CH:33]=[CH:34][CH:35]=4)[CH:25]=3)=[N:7][C:8]=2[CH:13]=1. The catalyst class is: 2. (6) Reactant: [C:1](OC(=O)C)(=[O:3])C.C(O)=O.[NH2:11][C:12]1[CH:21]=[CH:20][C:15]([C:16]([O:18][CH3:19])=[O:17])=[CH:14][C:13]=1[O:22][CH3:23]. Product: [CH:1]([NH:11][C:12]1[CH:21]=[CH:20][C:15]([C:16]([O:18][CH3:19])=[O:17])=[CH:14][C:13]=1[O:22][CH3:23])=[O:3]. The catalyst class is: 1. (7) Reactant: [OH:1][C:2]1[CH:9]=[CH:8][C:5]([CH:6]=[O:7])=[CH:4][CH:3]=1.N1C=CN=C1.[C:15]([Si:19](Cl)([CH3:21])[CH3:20])([CH3:18])([CH3:17])[CH3:16].O. Product: [Si:19]([O:1][C:2]1[CH:9]=[CH:8][C:5]([CH:6]=[O:7])=[CH:4][CH:3]=1)([C:15]([CH3:18])([CH3:17])[CH3:16])([CH3:21])[CH3:20]. The catalyst class is: 2.